This data is from Forward reaction prediction with 1.9M reactions from USPTO patents (1976-2016). The task is: Predict the product of the given reaction. (1) Given the reactants C(O[C:6]([NH:8][C@H:9]([C:14]([OH:16])=O)[CH2:10][CH:11]([CH3:13])C)=O)(C)(C)C.[F:17][C:18]([F:38])([F:37])[C:19]1[CH:20]=[C:21]([S:25]([N:28]2[CH2:32][C@H:31]3[C@H:33]([NH2:36])[CH2:34][CH2:35][C@H:30]3[CH2:29]2)(=[O:27])=[O:26])[CH:22]=[CH:23][CH:24]=1.[CH2:39](N1C[C@@H]2[C@@H](N)CC[C@@H]2C1)[C:40]1[CH:45]=CC=C[CH:41]=1, predict the reaction product. The product is: [CH2:6]([NH:8][C@H:9]([C:14]([NH:36][C@H:33]1[C@H:31]2[C@H:30]([CH2:29][N:28]([S:25]([C:21]3[CH:22]=[CH:23][CH:24]=[C:19]([C:18]([F:17])([F:37])[F:38])[CH:20]=3)(=[O:26])=[O:27])[CH2:32]2)[CH2:35][CH2:34]1)=[O:16])[CH2:10][CH2:11][CH3:13])[C:40]([CH3:45])([CH3:41])[CH3:39]. (2) Given the reactants C([O:8][N:9]1[C:14]2[N:15]=[CH:16][N:17]=[C:18]([CH3:19])[C:13]=2[C:12]([NH:20][CH2:21][C:22]2[NH:23][C:24]3[C:29]([CH:30]=2)=[CH:28][CH:27]=[CH:26][CH:25]=3)=[CH:11][C:10]1=[O:31])C1C=CC=CC=1.CO.[H][H], predict the reaction product. The product is: [OH:8][N:9]1[C:14]2[N:15]=[CH:16][N:17]=[C:18]([CH3:19])[C:13]=2[C:12]([NH:20][CH2:21][C:22]2[NH:23][C:24]3[C:29]([CH:30]=2)=[CH:28][CH:27]=[CH:26][CH:25]=3)=[CH:11][C:10]1=[O:31].